From a dataset of Full USPTO retrosynthesis dataset with 1.9M reactions from patents (1976-2016). Predict the reactants needed to synthesize the given product. (1) Given the product [BrH:10].[CH3:8][C:6]1[N:7]=[C:2]([CH3:1])[C:3]2[N:4]([CH:11]=[C:12]([C:13]([O:15][CH2:16][CH3:17])=[O:14])[N:9]=2)[CH:5]=1, predict the reactants needed to synthesize it. The reactants are: [CH3:1][C:2]1[C:3]([NH2:9])=[N:4][CH:5]=[C:6]([CH3:8])[N:7]=1.[Br:10][CH2:11][C:12](=O)[C:13]([O:15][CH2:16][CH3:17])=[O:14]. (2) Given the product [CH3:35][O:34][C:32]([C:31]1[CH:30]=[CH:29][C:28]([C:2]2[CH:7]=[CH:6][C:5]([CH:8]([CH3:23])[C:9]([OH:14])([C:15]3[CH:16]=[N:17][C:18]([O:21][CH3:22])=[CH:19][CH:20]=3)[C:10]([F:13])([F:12])[F:11])=[C:4]([Cl:24])[CH:3]=2)=[CH:27][C:26]=1[Cl:25])=[O:33], predict the reactants needed to synthesize it. The reactants are: Br[C:2]1[CH:7]=[CH:6][C:5]([CH:8]([CH3:23])[C:9]([C:15]2[CH:16]=[N:17][C:18]([O:21][CH3:22])=[CH:19][CH:20]=2)([OH:14])[C:10]([F:13])([F:12])[F:11])=[C:4]([Cl:24])[CH:3]=1.[Cl:25][C:26]1[CH:27]=[C:28](B(O)O)[CH:29]=[CH:30][C:31]=1[C:32]([O:34][CH3:35])=[O:33]. (3) The reactants are: [C:1]([C:3]1[N:4]=[CH:5][N:6]2[C:15]=1[C@@H:14]([CH2:16][CH3:17])[N:13]([CH:18]1[CH2:22][CH2:21][CH2:20][CH2:19]1)[C:12]1[N:11]=[C:10]([NH:23][C:24]3[C:32]([O:33][CH3:34])=[CH:31][C:27]([C:28]([OH:30])=O)=[C:26]([F:35])[CH:25]=3)[N:9]=[CH:8][C:7]2=1)#[N:2].Cl.[CH3:37][N:38]1[CH2:43][CH2:42][N:41]([CH2:44][C:45]2[CH:51]=[CH:50][C:48]([NH2:49])=[CH:47][CH:46]=2)[CH2:40][CH2:39]1. Given the product [C:1]([C:3]1[N:4]=[CH:5][N:6]2[C:15]=1[C@@H:14]([CH2:16][CH3:17])[N:13]([CH:18]1[CH2:22][CH2:21][CH2:20][CH2:19]1)[C:12]1[N:11]=[C:10]([NH:23][C:24]3[C:32]([O:33][CH3:34])=[CH:31][C:27]([C:28]([NH:49][C:48]4[CH:47]=[CH:46][C:45]([CH2:44][N:41]5[CH2:40][CH2:39][N:38]([CH3:37])[CH2:43][CH2:42]5)=[CH:51][CH:50]=4)=[O:30])=[C:26]([F:35])[CH:25]=3)[N:9]=[CH:8][C:7]2=1)#[N:2], predict the reactants needed to synthesize it. (4) Given the product [CH3:4][O:5][C:6]1[CH:11]=[CH:10][CH:9]=[CH:8][C:7]=1[CH2:12][CH2:13][OH:14], predict the reactants needed to synthesize it. The reactants are: [H-].[Al+3].[Li+].[CH3:4][O:5][C:6]1[CH:11]=[CH:10][CH:9]=[CH:8][C:7]=1[CH2:12][CH2:13][OH:14].[H-].[H-].[H-].COC(=O)CC1C=CC=CC=1OC.[OH-].[Na+]. (5) Given the product [C:1]([O:5][C:6]([N:8]1[CH2:13][CH2:12][C:11]2[N:14]=[C:15]([C:23]([O-:25])=[O:24])[S:16][C:10]=2[CH2:9]1)=[O:7])([CH3:4])([CH3:3])[CH3:2].[Li+:18], predict the reactants needed to synthesize it. The reactants are: [C:1]([O:5][C:6]([N:8]1[CH2:13][CH2:12][C:11]2[N:14]=[C:15](Br)[S:16][C:10]=2[CH2:9]1)=[O:7])([CH3:4])([CH3:3])[CH3:2].[Li:18]CCCC.[C:23](=[O:25])=[O:24]. (6) The reactants are: CN(C=O)C.[Cl:6][C:7]1[CH:12]=[C:11](Cl)[CH:10]=[CH:9][N:8]=1.[Cl:14][C:15]1[CH:20]=[C:19]([Cl:21])[CH:18]=[CH:17][C:16]=1[SH:22].C(=O)([O-])[O-].[K+].[K+]. Given the product [Cl:6][C:7]1[CH:12]=[CH:11][CH:10]=[C:9]([S:22][C:16]2[CH:17]=[CH:18][C:19]([Cl:21])=[CH:20][C:15]=2[Cl:14])[N:8]=1, predict the reactants needed to synthesize it. (7) The reactants are: C[O:2][C:3]([C:5]1[C:6]2[CH:20]=[N:19][N:18]([CH:21]3[CH2:26][CH2:25][CH2:24][CH2:23][O:22]3)[C:7]=2[N:8]=[C:9]([C:11]2[CH:16]=[CH:15][C:14]([OH:17])=[CH:13][CH:12]=2)[CH:10]=1)=[O:4].C(O)(=O)C. Given the product [OH:17][C:14]1[CH:15]=[CH:16][C:11]([C:9]2[CH:10]=[C:5]([C:3]([OH:4])=[O:2])[C:6]3[CH:20]=[N:19][N:18]([CH:21]4[CH2:26][CH2:25][CH2:24][CH2:23][O:22]4)[C:7]=3[N:8]=2)=[CH:12][CH:13]=1, predict the reactants needed to synthesize it. (8) Given the product [CH2:44]([NH:46][C:3]1[N:4]=[CH:5][C:6]2[C:7](=[O:28])[N:8]([C:17]3[C:22]4=[N:23][CH:24]=[CH:25][C:26](=[O:27])[N:21]4[CH:20]=[CH:19][CH:18]=3)[CH2:9][C@@H:10]3[CH2:16][CH2:15][CH2:14][N:11]3[C:12]=2[N:13]=1)[CH3:45], predict the reactants needed to synthesize it. The reactants are: CS[C:3]1[N:4]=[CH:5][C:6]2[C:7](=[O:28])[N:8]([C:17]3[C:22]4=[N:23][CH:24]=[CH:25][C:26](=[O:27])[N:21]4[CH:20]=[CH:19][CH:18]=3)[CH2:9][C@@H:10]3[CH2:16][CH2:15][CH2:14][N:11]3[C:12]=2[N:13]=1.C1C=C(Cl)C=C(C(OO)=O)C=1.C(Cl)(Cl)Cl.[CH2:44]([NH2:46])[CH3:45].C1COCC1. (9) Given the product [F:1][C:2]1[CH:3]=[C:4]2[C:9](=[CH:10][CH:11]=1)[O:8][C@@H:7]([C@H:12]1[CH2:13][O:15]1)[CH2:6][CH2:5]2, predict the reactants needed to synthesize it. The reactants are: [F:1][C:2]1[CH:3]=[C:4]2[C:9](=[CH:10][CH:11]=1)[O:8][C@@H:7]([C@H:12]([OH:15])[CH2:13]O)[CH2:6][CH2:5]2.N1C=CC=CC=1.S(Cl)(C1C=CC(C)=CC=1)(=O)=O.C(=O)([O-])[O-].[K+].[K+].